Dataset: Peptide-MHC class I binding affinity with 185,985 pairs from IEDB/IMGT. Task: Regression. Given a peptide amino acid sequence and an MHC pseudo amino acid sequence, predict their binding affinity value. This is MHC class I binding data. (1) The peptide sequence is SGVEDPGGYCL. The MHC is H-2-Db with pseudo-sequence H-2-Db. The binding affinity (normalized) is 0.0413. (2) The peptide sequence is KTTLFHTFK. The MHC is HLA-B40:01 with pseudo-sequence HLA-B40:01. The binding affinity (normalized) is 0.0847. (3) The peptide sequence is FTNAGIVAY. The MHC is HLA-A32:01 with pseudo-sequence HLA-A32:01. The binding affinity (normalized) is 0.537. (4) The peptide sequence is KMTPWSAYW. The MHC is HLA-A02:16 with pseudo-sequence HLA-A02:16. The binding affinity (normalized) is 0.521. (5) The peptide sequence is AISAVYFKAK. The MHC is HLA-A11:01 with pseudo-sequence HLA-A11:01. The binding affinity (normalized) is 0.699. (6) The peptide sequence is TMRHKKATY. The MHC is HLA-B15:01 with pseudo-sequence HLA-B15:01. The binding affinity (normalized) is 0.437. (7) The peptide sequence is TTIGEWAFW. The MHC is HLA-A24:02 with pseudo-sequence HLA-A24:02. The binding affinity (normalized) is 0.563. (8) The peptide sequence is VLMAVHCMNFK. The MHC is Mamu-B08 with pseudo-sequence Mamu-B08. The binding affinity (normalized) is 0.